This data is from Peptide-MHC class I binding affinity with 185,985 pairs from IEDB/IMGT. The task is: Regression. Given a peptide amino acid sequence and an MHC pseudo amino acid sequence, predict their binding affinity value. This is MHC class I binding data. The peptide sequence is FYPINDDFY. The MHC is HLA-B15:01 with pseudo-sequence HLA-B15:01. The binding affinity (normalized) is 0.0847.